Regression. Given two drug SMILES strings and cell line genomic features, predict the synergy score measuring deviation from expected non-interaction effect. From a dataset of NCI-60 drug combinations with 297,098 pairs across 59 cell lines. (1) Drug 1: CC(CN1CC(=O)NC(=O)C1)N2CC(=O)NC(=O)C2. Drug 2: C1=CN(C(=O)N=C1N)C2C(C(C(O2)CO)O)O.Cl. Cell line: ACHN. Synergy scores: CSS=63.8, Synergy_ZIP=-3.13, Synergy_Bliss=0.579, Synergy_Loewe=3.70, Synergy_HSA=6.17. (2) Drug 1: CC1OCC2C(O1)C(C(C(O2)OC3C4COC(=O)C4C(C5=CC6=C(C=C35)OCO6)C7=CC(=C(C(=C7)OC)O)OC)O)O. Drug 2: C1=CC(=CC=C1C#N)C(C2=CC=C(C=C2)C#N)N3C=NC=N3. Cell line: MDA-MB-231. Synergy scores: CSS=23.5, Synergy_ZIP=-1.18, Synergy_Bliss=1.83, Synergy_Loewe=-4.34, Synergy_HSA=2.16. (3) Drug 1: CC(C1=C(C=CC(=C1Cl)F)Cl)OC2=C(N=CC(=C2)C3=CN(N=C3)C4CCNCC4)N. Drug 2: C1=CN(C=N1)CC(O)(P(=O)(O)O)P(=O)(O)O. Cell line: MDA-MB-231. Synergy scores: CSS=14.0, Synergy_ZIP=0.138, Synergy_Bliss=4.45, Synergy_Loewe=3.96, Synergy_HSA=4.90. (4) Drug 1: CC1=C(C(CCC1)(C)C)C=CC(=CC=CC(=CC(=O)O)C)C. Drug 2: C1CCC(C(C1)N)N.C(=O)(C(=O)[O-])[O-].[Pt+4]. Cell line: SF-539. Synergy scores: CSS=37.7, Synergy_ZIP=-4.44, Synergy_Bliss=-2.91, Synergy_Loewe=2.93, Synergy_HSA=4.20. (5) Drug 1: CN1C2=C(C=C(C=C2)N(CCCl)CCCl)N=C1CCCC(=O)O.Cl. Drug 2: CCCCCOC(=O)NC1=NC(=O)N(C=C1F)C2C(C(C(O2)C)O)O. Cell line: T-47D. Synergy scores: CSS=3.26, Synergy_ZIP=-0.290, Synergy_Bliss=-1.60, Synergy_Loewe=2.32, Synergy_HSA=-1.12. (6) Synergy scores: CSS=85.4, Synergy_ZIP=18.8, Synergy_Bliss=17.6, Synergy_Loewe=6.91, Synergy_HSA=17.4. Drug 1: CC12CCC(CC1=CCC3C2CCC4(C3CC=C4C5=CN=CC=C5)C)O. Cell line: RPMI-8226. Drug 2: CCC1=CC2CC(C3=C(CN(C2)C1)C4=CC=CC=C4N3)(C5=C(C=C6C(=C5)C78CCN9C7C(C=CC9)(C(C(C8N6C)(C(=O)OC)O)OC(=O)C)CC)OC)C(=O)OC.C(C(C(=O)O)O)(C(=O)O)O.